From a dataset of Reaction yield outcomes from USPTO patents with 853,638 reactions. Predict the reaction yield, written as a fraction of the theoretical maximum amount of product (1.0 means a 100% yield; for example, 0.34 means a 34% yield). (1) The yield is 0.150. The catalyst is C1(C)C=CC=CC=1.O. The reactants are Cl[C:2]1[CH:7]=[C:6]([O:8][C:9]2[CH:14]=[CH:13][C:12]([NH:15][C:16]3[CH:21]=[C:20]([C:22]4[CH:27]=[CH:26][CH:25]=[CH:24][CH:23]=4)[N:19]=[C:18]([NH2:28])[N:17]=3)=[CH:11][CH:10]=2)[CH:5]=[CH:4][N:3]=1.[N:29]1([CH2:35][CH2:36][OH:37])[CH2:34][CH2:33][O:32][CH2:31][CH2:30]1.[OH-].[K+].C1OCCOCCOCCOCCOCCOC1. The product is [N:29]1([CH2:35][CH2:36][O:37][C:2]2[CH:7]=[C:6]([O:8][C:9]3[CH:14]=[CH:13][C:12]([NH:15][C:16]4[CH:21]=[C:20]([C:22]5[CH:27]=[CH:26][CH:25]=[CH:24][CH:23]=5)[N:19]=[C:18]([NH2:28])[N:17]=4)=[CH:11][CH:10]=3)[CH:5]=[CH:4][N:3]=2)[CH2:34][CH2:33][O:32][CH2:31][CH2:30]1. (2) The catalyst is C1COCC1.CCCCCC.O. The reactants are [CH:1]([Mg]Br)=[CH:2][CH2:3][CH3:4].CN(P(N(C)C)(N(C)C)=O)C.[CH:18]([CH:20]=[CH2:21])=[O:19].[CH3:22][Si:23](Cl)([CH3:25])[CH3:24]. The product is [CH:18](/[O:19][Si:23]([CH3:25])([CH3:24])[CH3:22])=[CH:20]\[CH2:21][CH2:4][CH2:3][CH:2]=[CH2:1]. The yield is 0.580. (3) The product is [Br:9][C:10]1[C:11]([OH:25])=[C:12]([CH2:27][N:3]2[CH2:8][CH2:7][O:6][CH2:5][CH2:4]2)[C:13]2[S:17][C:16]([NH:18][C:19]([NH:21][CH2:22][CH3:23])=[O:20])=[N:15][C:14]=2[CH:24]=1. The yield is 0.110. The catalyst is CN(C=O)C.O. The reactants are C=O.[NH:3]1[CH2:8][CH2:7][O:6][CH2:5][CH2:4]1.[Br:9][C:10]1[C:11]([O:25]C)=[CH:12][C:13]2[S:17][C:16]([NH:18][C:19]([NH:21][CH2:22][CH3:23])=[O:20])=[N:15][C:14]=2[CH:24]=1.[CH3:27]COC(C)=O. (4) The reactants are [CH3:1][O:2][C:3]1[CH:4]=[C:5]([NH2:15])[CH:6]=[C:7]([C:9]2[CH:14]=[CH:13][CH:12]=[CH:11][CH:10]=2)[CH:8]=1.[C:16]([N:24]=[C:25]=[S:26])(=[O:23])[C:17]1[CH:22]=[CH:21][CH:20]=[CH:19][CH:18]=1. The catalyst is CC(C)=O. The product is [C:16]([NH:24][C:25]([NH:15][C:5]1[CH:6]=[C:7]([C:9]2[CH:14]=[CH:13][CH:12]=[CH:11][CH:10]=2)[CH:8]=[C:3]([O:2][CH3:1])[CH:4]=1)=[S:26])(=[O:23])[C:17]1[CH:22]=[CH:21][CH:20]=[CH:19][CH:18]=1. The yield is 0.860. (5) The catalyst is C1(C)C=CC=CC=1. The reactants are [CH2:1](O)[CH2:2][CH2:3][CH2:4][CH2:5][CH2:6][CH2:7][CH2:8][CH2:9][CH2:10][OH:11].[BrH:13]. The yield is 0.900. The product is [Br:13][CH2:1][CH2:2][CH2:3][CH2:4][CH2:5][CH2:6][CH2:7][CH2:8][CH2:9][CH2:10][OH:11]. (6) The reactants are Cl[C:2]1[C:11]2[C:6](=[CH:7][C:8]([O:14][CH3:15])=[C:9]([O:12][CH3:13])[CH:10]=2)[N:5]=[CH:4][N:3]=1.[F:16][C:17]1[CH:22]=[C:21]([N+:23]([O-:25])=[O:24])[CH:20]=[CH:19][C:18]=1[NH2:26].Cl. The catalyst is C(C#N)(C)=O. The product is [CH3:13][O:12][C:9]1[CH:10]=[C:11]2[C:6](=[CH:7][C:8]=1[O:14][CH3:15])[N:5]=[CH:4][N:3]=[C:2]2[NH:26][C:18]1[CH:19]=[CH:20][C:21]([N+:23]([O-:25])=[O:24])=[CH:22][C:17]=1[F:16]. The yield is 0.800. (7) The reactants are Br[C:2]1[C:7]([CH3:8])=[CH:6][CH:5]=[CH:4][N:3]=1.C([O-])([O-])=O.[K+].[K+].N#N.[C:17]([O:21][C:22]([C:24]1[CH:25]=[C:26](B(O)O)[CH:27]=[CH:28][CH:29]=1)=[O:23])([CH3:20])([CH3:19])[CH3:18].C(Cl)Cl.CS(O)(=O)=O.[OH-].[Na+]. The catalyst is C1(C)C=CC=CC=1.C1C=CC(P(C2C=CC=CC=2)[C-]2C=CC=C2)=CC=1.C1C=CC(P(C2C=CC=CC=2)[C-]2C=CC=C2)=CC=1.Cl[Pd]Cl.[Fe+2].O. The product is [C:17]([O:21][C:22](=[O:23])[C:24]1[CH:25]=[CH:26][CH:27]=[C:28]([C:2]2[C:7]([CH3:8])=[CH:6][CH:5]=[CH:4][N:3]=2)[CH:29]=1)([CH3:20])([CH3:18])[CH3:19]. The yield is 0.820. (8) The reactants are [CH3:1][C:2]1[CH:7]=[CH:6][C:5]([O:8][CH2:9][C:10]([F:13])([F:12])[F:11])=[CH:4][N+:3]=1[O-].C(=O)([O-])[O-:16].[K+].[K+].O. The catalyst is C(OC(=O)C)(=O)C. The product is [F:11][C:10]([F:13])([F:12])[CH2:9][O:8][C:5]1[CH:6]=[CH:7][C:2]([CH2:1][OH:16])=[N:3][CH:4]=1. The yield is 0.640.